From a dataset of Forward reaction prediction with 1.9M reactions from USPTO patents (1976-2016). Predict the product of the given reaction. Given the reactants [CH3:1][N:2]1[CH:6]=[CH:5][CH:4]=[CH:3]1.[CH3:7][O:8][C:9]1[CH:17]=[CH:16][C:12]([C:13](Cl)=[O:14])=[CH:11][CH:10]=1, predict the reaction product. The product is: [CH3:7][O:8][C:9]1[CH:17]=[CH:16][C:12]([C:13]([C:3]2[N:2]([CH3:1])[CH:6]=[CH:5][CH:4]=2)=[O:14])=[CH:11][CH:10]=1.